From a dataset of Catalyst prediction with 721,799 reactions and 888 catalyst types from USPTO. Predict which catalyst facilitates the given reaction. (1) Reactant: C(=O)([O-])[O-].[Na+].[Na+].[CH3:7][CH:8]([O:10][C:11]1[CH:16]=[CH:15][C:14](B(O)O)=[CH:13][CH:12]=1)[CH3:9].Br[C:21]1[C:22]([NH2:27])=[N:23][CH:24]=[CH:25][CH:26]=1. Product: [CH3:7][CH:8]([O:10][C:11]1[CH:16]=[CH:15][C:14]([C:21]2[C:22]([NH2:27])=[N:23][CH:24]=[CH:25][CH:26]=2)=[CH:13][CH:12]=1)[CH3:9]. The catalyst class is: 108. (2) Reactant: C([N:4]1[C:12]2[C:7](=[CH:8][CH:9]=[C:10]([NH:13][C:14](=[O:29])[C:15]3[CH:20]=[CH:19][CH:18]=[CH:17][C:16]=3[NH:21][CH2:22][C:23]3[CH:28]=[CH:27][N:26]=[CH:25][CH:24]=3)[CH:11]=2)[C:6]([CH3:31])([CH3:30])[CH2:5]1)(=O)C.Cl. Product: [CH3:30][C:6]1([CH3:31])[C:7]2[C:12](=[CH:11][C:10]([NH:13][C:14](=[O:29])[C:15]3[CH:20]=[CH:19][CH:18]=[CH:17][C:16]=3[NH:21][CH2:22][C:23]3[CH:28]=[CH:27][N:26]=[CH:25][CH:24]=3)=[CH:9][CH:8]=2)[NH:4][CH2:5]1. The catalyst class is: 6. (3) Reactant: [CH:1]1([N:4]([CH2:8][C:9]2[CH:10]=[C:11]([C:23]([OH:25])=[O:24])[CH:12]=[C:13]3[C:18]=2[O:17][C:16]([CH3:20])([CH3:19])[CH2:15][C:14]3([CH3:22])[CH3:21])[CH:5]([CH3:7])[CH3:6])[CH2:3][CH2:2]1.C(O[C:30]1[CH:35]=[CH:34][C:33](O)=[CH:32][C:31]=1C[C:30]1[CH:35]=[CH:34][CH:33]=[CH:32][CH:31]=1)(=O)C.Cl.CN(C)CCCN=C=NCC.[C:56]([O:59][CH2:60][CH3:61])(=[O:58])[CH3:57].[CH3:62][CH2:63][CH2:64][CH2:65][CH2:66]C. Product: [CH2:60]([O:59][C:56]([CH2:57][C:35]1[CH:30]=[CH:31][C:32]([O:24][C:23]([C:11]2[CH:12]=[C:13]3[C:18](=[C:9]([CH2:8][N:4]([CH:1]4[CH2:3][CH2:2]4)[CH:5]([CH3:7])[CH3:6])[CH:10]=2)[O:17][C:16]([CH3:19])([CH3:20])[CH2:15][C:14]3([CH3:22])[CH3:21])=[O:25])=[CH:33][CH:34]=1)=[O:58])[C:61]1[CH:66]=[CH:65][CH:64]=[CH:63][CH:62]=1. The catalyst class is: 112. (4) Reactant: Cl[C:2]1[N:7]=[N:6][C:5]([C:8]2[C:9]3[N:10]([N:16]=[C:17]([C:19]([F:22])([F:21])[F:20])[N:18]=3)[C:11]([O:14][CH3:15])=[CH:12][CH:13]=2)=[CH:4][CH:3]=1.[OH2:23]. Product: [CH3:15][O:14][C:11]1[N:10]2[N:16]=[C:17]([C:19]([F:22])([F:21])[F:20])[N:18]=[C:9]2[C:8]([C:5]2[CH:4]=[CH:3][C:2](=[O:23])[NH:7][N:6]=2)=[CH:13][CH:12]=1. The catalyst class is: 15.